Dataset: Reaction yield outcomes from USPTO patents with 853,638 reactions. Task: Predict the reaction yield, written as a fraction of the theoretical maximum amount of product (1.0 means a 100% yield; for example, 0.34 means a 34% yield). The reactants are [CH3:1][O:2][C:3]([C:5]1[CH:10]=[CH:9][CH:8]=[C:7]([CH2:11][NH:12][CH2:13][CH2:14][NH:15][C@H:16]([C:21]([O:23][C:24]([CH3:27])([CH3:26])[CH3:25])=[O:22])[C:17]([CH3:20])([CH3:19])[CH3:18])[N:6]=1)=[O:4].[C:28](=O)(OC1C=CC([N+]([O-])=O)=CC=1)[O:29]C1C=CC([N+]([O-])=O)=CC=1.C(=O)(O)[O-].[Na+]. The catalyst is C1(C)C=CC=CC=1. The product is [CH3:1][O:2][C:3]([C:5]1[CH:10]=[CH:9][CH:8]=[C:7]([CH2:11][N:12]2[CH2:13][CH2:14][N:15]([C@H:16]([C:21]([O:23][C:24]([CH3:27])([CH3:26])[CH3:25])=[O:22])[C:17]([CH3:20])([CH3:19])[CH3:18])[C:28]2=[O:29])[N:6]=1)=[O:4]. The yield is 0.640.